Dataset: Peptide-MHC class I binding affinity with 185,985 pairs from IEDB/IMGT. Task: Regression. Given a peptide amino acid sequence and an MHC pseudo amino acid sequence, predict their binding affinity value. This is MHC class I binding data. (1) The peptide sequence is KEAVNHFHL. The MHC is HLA-B27:03 with pseudo-sequence HLA-B27:03. The binding affinity (normalized) is 0.0847. (2) The peptide sequence is ATFIDVHIPK. The MHC is HLA-A33:01 with pseudo-sequence HLA-A33:01. The binding affinity (normalized) is 0.651.